Dataset: NCI-60 drug combinations with 297,098 pairs across 59 cell lines. Task: Regression. Given two drug SMILES strings and cell line genomic features, predict the synergy score measuring deviation from expected non-interaction effect. (1) Drug 1: CC1=C2C(C(=O)C3(C(CC4C(C3C(C(C2(C)C)(CC1OC(=O)C(C(C5=CC=CC=C5)NC(=O)OC(C)(C)C)O)O)OC(=O)C6=CC=CC=C6)(CO4)OC(=O)C)OC)C)OC. Drug 2: CS(=O)(=O)OCCCCOS(=O)(=O)C. Cell line: T-47D. Synergy scores: CSS=27.7, Synergy_ZIP=-1.36, Synergy_Bliss=-3.20, Synergy_Loewe=-24.8, Synergy_HSA=-4.31. (2) Drug 1: CCC1(CC2CC(C3=C(CCN(C2)C1)C4=CC=CC=C4N3)(C5=C(C=C6C(=C5)C78CCN9C7C(C=CC9)(C(C(C8N6C)(C(=O)OC)O)OC(=O)C)CC)OC)C(=O)OC)O.OS(=O)(=O)O. Drug 2: CC(C)CN1C=NC2=C1C3=CC=CC=C3N=C2N. Cell line: SF-268. Synergy scores: CSS=-2.02, Synergy_ZIP=0.196, Synergy_Bliss=-1.26, Synergy_Loewe=-4.89, Synergy_HSA=-3.70. (3) Drug 1: COC1=C(C=C2C(=C1)N=CN=C2NC3=CC(=C(C=C3)F)Cl)OCCCN4CCOCC4. Drug 2: CC1C(C(=O)NC(C(=O)N2CCCC2C(=O)N(CC(=O)N(C(C(=O)O1)C(C)C)C)C)C(C)C)NC(=O)C3=C4C(=C(C=C3)C)OC5=C(C(=O)C(=C(C5=N4)C(=O)NC6C(OC(=O)C(N(C(=O)CN(C(=O)C7CCCN7C(=O)C(NC6=O)C(C)C)C)C)C(C)C)C)N)C. Cell line: NCIH23. Synergy scores: CSS=25.3, Synergy_ZIP=1.88, Synergy_Bliss=7.21, Synergy_Loewe=7.34, Synergy_HSA=7.22.